From a dataset of Full USPTO retrosynthesis dataset with 1.9M reactions from patents (1976-2016). Predict the reactants needed to synthesize the given product. (1) Given the product [C:21]([O:25][C:26]([N:28]1[CH2:33][CH2:32][N:31]([C:34]2[CH:35]=[N:36][C:37]([NH:40][C:13]3[N:14]=[CH:15][C:10]4[C:9]([CH3:19])=[CH:8][C:7](=[O:20])[N:6]([CH:1]5[CH2:5][CH2:4][CH2:3][CH2:2]5)[C:11]=4[N:12]=3)=[CH:38][CH:39]=2)[CH2:30][CH2:29]1)=[O:27])([CH3:24])([CH3:22])[CH3:23], predict the reactants needed to synthesize it. The reactants are: [CH:1]1([N:6]2[C:11]3[N:12]=[C:13](S(C)=O)[N:14]=[CH:15][C:10]=3[C:9]([CH3:19])=[CH:8][C:7]2=[O:20])[CH2:5][CH2:4][CH2:3][CH2:2]1.[C:21]([O:25][C:26]([N:28]1[CH2:33][CH2:32][N:31]([C:34]2[CH:35]=[N:36][C:37]([NH2:40])=[CH:38][CH:39]=2)[CH2:30][CH2:29]1)=[O:27])([CH3:24])([CH3:23])[CH3:22]. (2) Given the product [N:1]1[CH:6]=[CH:5][CH:4]=[C:3]([C@@H:7]2[CH2:8][CH2:9][C@H:10]([OH:13])[CH2:11][CH2:12]2)[CH:2]=1, predict the reactants needed to synthesize it. The reactants are: [N:1]1[CH:6]=[CH:5][CH:4]=[C:3]([CH:7]2[CH2:12][CH2:11][C:10](=[O:13])[CH2:9][CH2:8]2)[CH:2]=1.[BH4-].[Na+].Cl.C([O-])(O)=O.[Na+]. (3) Given the product [Br:20][C:21]1[CH:34]=[CH:33][C:24]([O:25][Si:26]([C:29]([CH3:32])([CH3:31])[CH3:30])([CH3:28])[CH3:27])=[CH:23][C:22]=1[CH2:35][C:13]1([C:18]#[N:19])[CH2:17][CH2:16][CH2:15][CH2:14]1, predict the reactants needed to synthesize it. The reactants are: C(NC(C)C)(C)C.C([Li])CCC.[CH:13]1([C:18]#[N:19])[CH2:17][CH2:16][CH2:15][CH2:14]1.[Br:20][C:21]1[CH:34]=[CH:33][C:24]([O:25][Si:26]([C:29]([CH3:32])([CH3:31])[CH3:30])([CH3:28])[CH3:27])=[CH:23][C:22]=1[CH2:35]Br.[Cl-].[NH4+]. (4) Given the product [NH2:8][C:9]1[N:14]=[CH:13][N:12]=[C:11]([C:15]2[NH:19][C:18]([C:28]3[CH:33]=[C:32]([Cl:34])[CH:31]=[CH:30][C:29]=3[CH3:35])=[C:17]([C:36]#[N:37])[CH:16]=2)[CH:10]=1, predict the reactants needed to synthesize it. The reactants are: C(O)(C(F)(F)F)=O.[NH2:8][C:9]1[N:14]=[CH:13][N:12]=[C:11]([C:15]2[N:19](COCC[Si](C)(C)C)[C:18]([C:28]3[CH:33]=[C:32]([Cl:34])[CH:31]=[CH:30][C:29]=3[CH3:35])=[C:17]([C:36]#[N:37])[CH:16]=2)[CH:10]=1.